The task is: Predict the reactants needed to synthesize the given product.. This data is from Retrosynthesis with 50K atom-mapped reactions and 10 reaction types from USPTO. (1) Given the product COc1cc2c(cc1OCc1ccccc1)CC(C)N(C(C)=O)C2, predict the reactants needed to synthesize it. The reactants are: C=O.COc1ccc(CC(C)NC(C)=O)cc1OCc1ccccc1. (2) Given the product CC(=O)NC(Cc1cc(F)cc(F)c1)C(O)CNC1(c2cccc(-n3cccn3)c2)CCC2(CC1)OCCO2, predict the reactants needed to synthesize it. The reactants are: CC(=O)NC(Cc1cc(F)cc(F)c1)C(O)CNC1(c2cccc(Br)c2)CCC2(CC1)OCCO2.c1cn[nH]c1. (3) The reactants are: CCOC(=O)c1ncc2cc(NC(=O)Nc3ccccc3)ccc2c1O.NC[C@H](O)C(=O)O. Given the product O=C(Nc1ccccc1)Nc1ccc2c(O)c(C(=O)NC[C@H](O)C(=O)O)ncc2c1, predict the reactants needed to synthesize it. (4) Given the product CS(=O)(=O)NC(=O)Cc1cc(Oc2ccc(S(=O)(=O)Cc3ccc(F)cc3)cc2Cl)cc(C(F)(F)F)c1, predict the reactants needed to synthesize it. The reactants are: CS(N)(=O)=O.O=C(O)Cc1cc(Oc2ccc(S(=O)(=O)Cc3ccc(F)cc3)cc2Cl)cc(C(F)(F)F)c1. (5) The reactants are: O=[N+]([O-])c1ccc(F)cc1.OC1CCOC1. Given the product O=[N+]([O-])c1ccc(OC2CCOC2)cc1, predict the reactants needed to synthesize it. (6) Given the product CCOC(=O)c1nc2n(c(=O)c1OCc1ccccc1)CC1CCC2(OCC(=O)N(C)C)CC1, predict the reactants needed to synthesize it. The reactants are: CCOC(=O)c1nc2n(c(=O)c1OCc1ccccc1)CC1CCC2(OCC(=O)O)CC1.CNC. (7) Given the product CCCCCc1c(-c2ccccc2)n(Cc2ccccc2)c2ccc(-c3ccc(OCC(=O)O)cc3)cc12, predict the reactants needed to synthesize it. The reactants are: CCCCCc1c(-c2ccccc2)n(Cc2ccccc2)c2ccc(-c3ccc(OCC(=O)OC)cc3)cc12. (8) Given the product CC1(C)C(NC(=O)c2ccc(NCc3ccccc3)c(S(=O)(=O)N3CCCC3)c2)[C@@]2(C)CC[C@@H]1C2, predict the reactants needed to synthesize it. The reactants are: CC1(C)C(NC(=O)c2ccc(Br)c(S(=O)(=O)N3CCCC3)c2)[C@@]2(C)CC[C@@H]1C2.NCc1ccccc1. (9) Given the product CC(C)(C)OC(=O)N1CC2CC1CN2c1nc(-c2ccnc(Cl)c2)cc2nccn12, predict the reactants needed to synthesize it. The reactants are: CC(C)(C)OC(=O)N1CC2CC1CN2.Clc1cc(-c2cc3nccn3c(Cl)n2)ccn1.